Dataset: Forward reaction prediction with 1.9M reactions from USPTO patents (1976-2016). Task: Predict the product of the given reaction. (1) Given the reactants [NH2:1][C:2]1[C:7]([CH2:8][OH:9])=[CH:6][N:5]=[C:4]([N:10]2[CH2:15][CH2:14][O:13][CH2:12][CH2:11]2)[N:3]=1, predict the reaction product. The product is: [NH2:1][C:2]1[C:7]([CH:8]=[O:9])=[CH:6][N:5]=[C:4]([N:10]2[CH2:11][CH2:12][O:13][CH2:14][CH2:15]2)[N:3]=1. (2) Given the reactants CON(C)[C:4]([C:6]1([NH:9][C:10](=[O:16])[O:11][C:12]([CH3:15])([CH3:14])[CH3:13])[CH2:8][CH2:7]1)=[O:5].C[Si]([C:22]#[CH:23])(C)C.[NH4+].[Cl-], predict the reaction product. The product is: [C:4]([C:6]1([NH:9][C:10](=[O:16])[O:11][C:12]([CH3:13])([CH3:14])[CH3:15])[CH2:7][CH2:8]1)(=[O:5])[C:22]#[CH:23]. (3) Given the reactants [N+:1]([C:4]1[CH:9]=[CH:8][C:7]([N:10]2[CH2:15][CH2:14][O:13][CH2:12][C@H:11]2[CH2:16][OH:17])=[CH:6][CH:5]=1)([O-])=O, predict the reaction product. The product is: [NH2:1][C:4]1[CH:5]=[CH:6][C:7]([N:10]2[CH2:15][CH2:14][O:13][CH2:12][C@H:11]2[CH2:16][OH:17])=[CH:8][CH:9]=1. (4) The product is: [C:16]([CH2:8][CH:9]([OH:15])[CH2:10][C:11]([OH:13])=[O:12])#[N:17]. Given the reactants [Cl-].[Ca+2].[Cl-].[OH-].[Ca+2].[OH-].Br[CH2:8][CH:9]([OH:15])[CH2:10][C:11]([O:13]C)=[O:12].[C-:16]#[N:17].[Na+].Cl, predict the reaction product. (5) Given the reactants [CH2:1]([Si:5]([CH:18]1[S:23][CH2:22][CH2:21][CH2:20][S:19]1)([C:12]1[CH:17]=[CH:16][CH:15]=[CH:14][CH:13]=1)[C:6]1[CH:11]=[CH:10][CH:9]=[CH:8][CH:7]=1)[CH2:2][CH:3]=[CH2:4].C([Li])CCC.Br[CH2:30][CH:31]([CH3:33])[CH3:32], predict the reaction product. The product is: [CH2:1]([Si:5]([C:18]1([CH2:30][CH:31]([CH3:33])[CH3:32])[S:19][CH2:20][CH2:21][CH2:22][S:23]1)([C:6]1[CH:11]=[CH:10][CH:9]=[CH:8][CH:7]=1)[C:12]1[CH:13]=[CH:14][CH:15]=[CH:16][CH:17]=1)[CH2:2][CH:3]=[CH2:4]. (6) Given the reactants C[Si]([N-][Si](C)(C)C)(C)C.[Li+].[CH2:11]([C@H:18]1[CH2:22][O:21][C:20](=[O:23])[N:19]1[C:24](=[O:35])[CH2:25][O:26][C:27]1[CH:32]=[CH:31][C:30]([F:33])=[C:29]([CH3:34])[CH:28]=1)[C:12]1[CH:17]=[CH:16][CH:15]=[CH:14][CH:13]=1.[CH2:36](I)[CH:37]=[CH2:38].[NH4+].[Cl-], predict the reaction product. The product is: [CH2:11]([C@H:18]1[CH2:22][O:21][C:20](=[O:23])[N:19]1[C:24](=[O:35])[C@H:25]([O:26][C:27]1[CH:32]=[CH:31][C:30]([F:33])=[C:29]([CH3:34])[CH:28]=1)[CH2:38][CH:37]=[CH2:36])[C:12]1[CH:17]=[CH:16][CH:15]=[CH:14][CH:13]=1. (7) Given the reactants [CH3:1][C:2]1[NH:3][C:4]([C:17]2[CH:22]=[CH:21][CH:20]=[CH:19][CH:18]=2)=[CH:5][C:6]=1[C:7]([O:9][CH2:10][C:11]1[CH:16]=[CH:15][CH:14]=[CH:13][CH:12]=1)=[O:8].[H-].[Na+].Cl[CH2:26][O:27][CH2:28][C:29]1[CH:34]=[CH:33][CH:32]=[CH:31][CH:30]=1.O, predict the reaction product. The product is: [CH2:28]([O:27][CH2:26][N:3]1[C:4]([C:17]2[CH:22]=[CH:21][CH:20]=[CH:19][CH:18]=2)=[CH:5][C:6]([C:7]([O:9][CH2:10][C:11]2[CH:16]=[CH:15][CH:14]=[CH:13][CH:12]=2)=[O:8])=[C:2]1[CH3:1])[C:29]1[CH:34]=[CH:33][CH:32]=[CH:31][CH:30]=1. (8) Given the reactants [CH2:1]([C@H:3]1[C@@H:7]([C:8]2[N:12]3[C:13]4[CH:19]=[CH:18][N:17](S(C5C=CC(C)=CC=5)(=O)=O)[C:14]=4[N:15]=[CH:16][C:11]3=[N:10][N:9]=2)[CH2:6][N:5]([C:30]([NH:32][CH2:33][C:34]([F:37])([F:36])[F:35])=[O:31])[CH2:4]1)[CH3:2].[OH-].[Na+], predict the reaction product. The product is: [CH2:1]([C@H:3]1[C@@H:7]([C:8]2[N:12]3[C:13]4[CH:19]=[CH:18][NH:17][C:14]=4[N:15]=[CH:16][C:11]3=[N:10][N:9]=2)[CH2:6][N:5]([C:30]([NH:32][CH2:33][C:34]([F:37])([F:36])[F:35])=[O:31])[CH2:4]1)[CH3:2]. (9) Given the reactants Cl.[F:2][C:3]1[CH:4]=[C:5]([CH:29]=[CH:30][C:31]=1[O:32][C:33]([F:36])([F:35])[F:34])[CH2:6][NH:7][C:8]([C@H:10]1[CH2:15][NH:14][CH2:13][CH2:12][N:11]1[S:16]([C:19]1[CH:24]=[CH:23][C:22]([C:25]([F:28])([F:27])[F:26])=[CH:21][CH:20]=1)(=[O:18])=[O:17])=[O:9].Cl[C:38]1[S:39][C:40]2[C:45]([Cl:46])=[N:44][C:43]([CH:47]3[CH2:49][CH2:48]3)=[N:42][C:41]=2[N:50]=1.C(N(CC)C(C)C)(C)C, predict the reaction product. The product is: [F:2][C:3]1[CH:4]=[C:5]([CH:29]=[CH:30][C:31]=1[O:32][C:33]([F:36])([F:34])[F:35])[CH2:6][NH:7][C:8]([C@H:10]1[CH2:15][N:14]([C:38]2[S:39][C:40]3[C:45]([Cl:46])=[N:44][C:43]([CH:47]4[CH2:48][CH2:49]4)=[N:42][C:41]=3[N:50]=2)[CH2:13][CH2:12][N:11]1[S:16]([C:19]1[CH:24]=[CH:23][C:22]([C:25]([F:28])([F:27])[F:26])=[CH:21][CH:20]=1)(=[O:17])=[O:18])=[O:9].